Dataset: Forward reaction prediction with 1.9M reactions from USPTO patents (1976-2016). Task: Predict the product of the given reaction. (1) Given the reactants [F:1][C:2]1[CH:3]=[CH:4][C:5]([O:47][CH3:48])=[C:6]([C:8]([CH3:46])([CH3:45])[CH2:9][C:10]([OH:44])([C:40]([F:43])([F:42])[F:41])[CH2:11][NH:12][C:13]2[CH:21]=[C:20]([CH3:22])[CH:19]=[C:18]3[C:14]=2[CH:15]=[N:16][N:17]3[C:23]2[CH:24]=[C:25]([C:29]([N:31]3[CH2:38][C@@H:37]([OH:39])[CH2:36][C@@H:32]3[C:33]([OH:35])=[O:34])=[O:30])[CH:26]=[CH:27][CH:28]=2)[CH:7]=1.FC1C=CC(OC)=C(C(C)(C)CC(O)(C)CNC2C=C(C)C=C3C=2C=NN3C2C=C(C=CC=2)C(O)=O)C=1.O[C@H]1CN[C@@H](C(O)=O)C1, predict the reaction product. The product is: [F:1][C:2]1[CH:3]=[CH:4][C:5]([O:47][CH3:48])=[C:6]([C:8]([CH3:46])([CH3:45])[CH2:9][C:10]([OH:44])([C:40]([F:41])([F:43])[F:42])[CH2:11][NH:12][C:13]2[CH:21]=[C:20]([CH3:22])[CH:19]=[C:18]3[C:14]=2[CH:15]=[N:16][N:17]3[C:23]2[CH:24]=[C:25]([C:29]([N:31]3[CH2:38][C@H:37]([OH:39])[CH2:36][C@@H:32]3[C:33]([OH:35])=[O:34])=[O:30])[CH:26]=[CH:27][CH:28]=2)[CH:7]=1. (2) Given the reactants Br.[Cl:2][C:3]1[CH:8]=[CH:7][C:6]([N+:9]([O-:11])=[O:10])=[CH:5][C:4]=1[C:12]1[N:13]=[C:14]([NH2:17])[S:15][CH:16]=1.[CH2:18]([C:21]1[CH:26]=[CH:25][C:24]([S:27](Cl)(=[O:29])=[O:28])=[CH:23][CH:22]=1)[CH2:19][CH3:20], predict the reaction product. The product is: [Cl:2][C:3]1[CH:8]=[CH:7][C:6]([N+:9]([O-:11])=[O:10])=[CH:5][C:4]=1[C:12]1[N:13]=[C:14]([NH:17][S:27]([C:24]2[CH:25]=[CH:26][C:21]([CH2:18][CH2:19][CH3:20])=[CH:22][CH:23]=2)(=[O:29])=[O:28])[S:15][CH:16]=1. (3) Given the reactants C[Si]([N-][Si](C)(C)C)(C)C.[Na+].[O:11]1[C:15]2[CH:16]=[CH:17][C:18]([CH:20]([N:27]3[CH2:32][CH2:31][N:30]([CH3:33])[CH2:29][CH2:28]3)[C:21](=[O:26])[C:22]([O:24][CH3:25])=[O:23])=[CH:19][C:14]=2[O:13][CH2:12]1.[CH3:34]I, predict the reaction product. The product is: [O:11]1[C:15]2[CH:16]=[CH:17][C:18]([C:20]([N:27]3[CH2:32][CH2:31][N:30]([CH3:33])[CH2:29][CH2:28]3)([CH3:34])[C:21](=[O:26])[C:22]([O:24][CH3:25])=[O:23])=[CH:19][C:14]=2[O:13][CH2:12]1. (4) Given the reactants [Cl:1][C:2]1[CH:7]=[CH:6][CH:5]=[CH:4][C:3]=1[C:8]1[C:19](I)=[C:11]2[N:12]=[CH:13][CH:14]=[C:15]([O:16][CH2:17][CH3:18])[N:10]2[N:9]=1.[Cl:21][C:22]1[CH:27]=[CH:26][C:25](B(O)O)=[CH:24][CH:23]=1.C([O-])([O-])=O.[K+].[K+], predict the reaction product. The product is: [Cl:21][C:22]1[CH:27]=[CH:26][C:25]([C:19]2[C:8]([C:3]3[CH:4]=[CH:5][CH:6]=[CH:7][C:2]=3[Cl:1])=[N:9][N:10]3[C:15]([O:16][CH2:17][CH3:18])=[CH:14][CH:13]=[N:12][C:11]=23)=[CH:24][CH:23]=1. (5) Given the reactants F[C:2](F)(F)[C:3]([O-])=O.[F:8][CH:9]([F:17])[N:10]1[CH:14]=[CH:13][N:12]=[C:11]1[CH2:15][NH2:16].[S:18]1[CH:22]=[CH:21][N:20]=[C:19]1[N:23]1[CH:27]=[CH:26][CH:25]=[C:24]1[CH:28]=O, predict the reaction product. The product is: [F:8][CH:9]([F:17])[N:10]1[CH:14]=[CH:13][N:12]=[C:11]1[CH2:15][N:16]([CH2:28][C:24]1[N:23]([C:19]2[S:18][CH:2]=[CH:3][N:20]=2)[CH:27]=[CH:26][CH:25]=1)[CH2:28][C:24]1[N:23]([C:19]2[S:18][CH:22]=[CH:21][N:20]=2)[CH:27]=[CH:26][CH:25]=1. (6) Given the reactants [Cl:1][C:2]1[C:11]2[N:10]=[C:9]([CH3:12])[C:8]([S:13][C:14]3[CH:19]=[CH:18][C:17]([Cl:20])=[CH:16][CH:15]=3)=[C:7]([CH3:21])[C:6]=2[C:5]([OH:22])=[CH:4][CH:3]=1.C1C=CC(N([S:30]([C:33]([F:36])([F:35])[F:34])(=[O:32])=[O:31])[S:30]([C:33]([F:36])([F:35])[F:34])(=[O:32])=[O:31])=CC=1.C(=O)([O-])[O-].[K+].[K+], predict the reaction product. The product is: [Cl:1][C:2]1[CH:3]=[CH:4][C:5]([O:22][S:30]([C:33]([F:36])([F:35])[F:34])(=[O:32])=[O:31])=[C:6]2[C:11]=1[N:10]=[C:9]([CH3:12])[C:8]([S:13][C:14]1[CH:19]=[CH:18][C:17]([Cl:20])=[CH:16][CH:15]=1)=[C:7]2[CH3:21]. (7) Given the reactants [Cl:1]N1C=C(Cl)CN(Cl)N1.CN(C)C=O.[Cl:15][C:16]1[CH:17]=[CH:18][CH:19]=[C:20]2[C:25]=1[N:24]=[C:23]([C:26]1[CH:31]=[CH:30][CH:29]=[C:28]([F:32])[CH:27]=1)[C:22]([CH:33](O)[CH3:34])=[CH:21]2.O, predict the reaction product. The product is: [Cl:15][C:16]1[CH:17]=[CH:18][CH:19]=[C:20]2[C:25]=1[N:24]=[C:23]([C:26]1[CH:31]=[CH:30][CH:29]=[C:28]([F:32])[CH:27]=1)[C:22]([CH:33]([Cl:1])[CH3:34])=[CH:21]2. (8) Given the reactants [Br:1][C:2]1[CH:11]=[CH:10][C:9]2[N:8]=[CH:7][C:6]3[NH:12][C:13](=[O:25])[N:14]([C:15]4[CH:20]=[CH:19][CH:18]=[C:17]([C:21]([F:24])([F:23])[F:22])[CH:16]=4)[C:5]=3[C:4]=2[CH:3]=1.I[CH3:27].[H-].[Na+], predict the reaction product. The product is: [Br:1][C:2]1[CH:11]=[CH:10][C:9]2[N:8]=[CH:7][C:6]3[N:12]([CH3:27])[C:13](=[O:25])[N:14]([C:15]4[CH:20]=[CH:19][CH:18]=[C:17]([C:21]([F:24])([F:23])[F:22])[CH:16]=4)[C:5]=3[C:4]=2[CH:3]=1. (9) Given the reactants Br[C:2]1[C:13]([CH3:14])=[CH:12][C:5]([O:6][C@@H:7]2[CH2:11][CH2:10][O:9][CH2:8]2)=[CH:4][C:3]=1[CH3:15].[C:16](=[O:19])(O)[O-].[Na+].O.Cl.O1[CH2:28][CH2:27][O:26][CH2:25][CH2:24]1, predict the reaction product. The product is: [CH2:25]([O:26][C:27]1[CH:28]=[CH:10][C:11]([C:2]2[C:13]([CH3:14])=[CH:12][C:5]([O:6][C@@H:7]3[CH2:11][CH2:10][O:9][CH2:8]3)=[CH:4][C:3]=2[CH3:15])=[CH:7][C:8]=1[CH2:16][OH:19])[C:24]1[CH:12]=[CH:13][CH:2]=[CH:3][CH:4]=1. (10) The product is: [CH3:18][CH:17]([N:1]1[C:5]([C:6]([O:8][CH3:9])=[O:7])=[CH:4][CH:3]=[N:2]1)[CH3:19]. Given the reactants [NH:1]1[C:5]([C:6]([O:8][CH3:9])=[O:7])=[CH:4][CH:3]=[N:2]1.C(=O)([O-])[O-].[Cs+].[Cs+].I[CH:17]([CH3:19])[CH3:18], predict the reaction product.